The task is: Predict the reactants needed to synthesize the given product.. This data is from Full USPTO retrosynthesis dataset with 1.9M reactions from patents (1976-2016). Given the product [ClH:30].[N:1]1([CH:5]2[CH2:8][N:7]([C:9]([C:11]3[CH:12]=[C:13]([CH:26]=[CH:27][C:28]=3[F:29])[CH2:14][C:15]3[C:24]4[C:19](=[CH:20][CH:21]=[CH:22][CH:23]=4)[C:18](=[O:25])[NH:17][N:16]=3)=[O:10])[CH2:6]2)[CH2:4][CH2:3][CH2:2]1, predict the reactants needed to synthesize it. The reactants are: [N:1]1([CH:5]2[CH2:8][N:7]([C:9]([C:11]3[CH:12]=[C:13]([CH:26]=[CH:27][C:28]=3[F:29])[CH2:14][C:15]3[C:24]4[C:19](=[CH:20][CH:21]=[CH:22][CH:23]=4)[C:18](=[O:25])[NH:17][N:16]=3)=[O:10])[CH2:6]2)[CH2:4][CH2:3][CH2:2]1.[ClH:30].